This data is from Forward reaction prediction with 1.9M reactions from USPTO patents (1976-2016). The task is: Predict the product of the given reaction. (1) Given the reactants COC1C=C(N2CCP(C)(=O)CC2)C=CC=1N.ClC1N=C(Cl)C(Cl)=CN=1.Cl[C:28]1[N:33]=[C:32]([NH:34][C:35]2[CH:40]=[CH:39][C:38]([N:41]3[CH2:46][CH2:45][P:44]([CH3:48])(=[O:47])[CH2:43][CH2:42]3)=[CH:37][C:36]=2[O:49][CH3:50])[C:31]([Cl:51])=[CH:30][N:29]=1.[S:52]1[CH:56]=[CH:55][CH:54]=[C:53]1[CH2:57][NH2:58], predict the reaction product. The product is: [Cl:51][C:31]1[C:32]([NH:34][C:35]2[CH:40]=[CH:39][C:38]([N:41]3[CH2:46][CH2:45][P:44]([CH3:48])(=[O:47])[CH2:43][CH2:42]3)=[CH:37][C:36]=2[O:49][CH3:50])=[N:33][C:28]([NH:58][CH2:57][C:53]2[S:52][CH:56]=[CH:55][CH:54]=2)=[N:29][CH:30]=1. (2) Given the reactants S(Cl)([Cl:3])=O.[C:5]([OH:21])(=O)[CH2:6][CH2:7][CH2:8][CH2:9][CH2:10][CH2:11][CH2:12][CH2:13][CH2:14][CH2:15][CH2:16][CH2:17][CH2:18][CH3:19], predict the reaction product. The product is: [C:5]([Cl:3])(=[O:21])[CH2:6][CH2:7][CH2:8][CH2:9][CH2:10][CH2:11][CH2:12][CH2:13][CH2:14][CH2:15][CH2:16][CH2:17][CH2:18][CH3:19]. (3) Given the reactants [CH3:1][O:2][N:3]=[C:4]([CH3:15])[CH2:5][C:6]1[C:11]([Cl:12])=[CH:10][C:9]([Cl:13])=[CH:8][C:7]=1[Cl:14].C(O)(=O)C.S(=O)(=O)(O)O.[H][H].[OH-].[Na+], predict the reaction product. The product is: [CH3:1][O:2][NH:3][CH:4]([CH3:15])[CH2:5][C:6]1[C:7]([Cl:14])=[CH:8][C:9]([Cl:13])=[CH:10][C:11]=1[Cl:12]. (4) Given the reactants [Br:1][C:2]1[CH:3]=[C:4]([C:13]23OC(=O)[CH:17]2[S:16][C:15]([C:25]2[CH:30]=[C:29]([Cl:31])[CH:28]=[C:27]([Cl:32])[CH:26]=2)([C:21]([F:24])([F:23])[F:22])[CH2:14]3)[CH:5]=[CH:6][C:7]=1[S:8][C:9]([CH3:12])([CH3:11])[CH3:10], predict the reaction product. The product is: [Br:1][C:2]1[CH:3]=[C:4]([C:13]2[CH2:14][C:15]([C:25]3[CH:30]=[C:29]([Cl:31])[CH:28]=[C:27]([Cl:32])[CH:26]=3)([C:21]([F:23])([F:24])[F:22])[S:16][CH:17]=2)[CH:5]=[CH:6][C:7]=1[S:8][C:9]([CH3:10])([CH3:12])[CH3:11]. (5) Given the reactants N([O-])=O.[Na+].[CH3:5][C:6]1[C:12]([CH3:13])=[CH:11][C:9](N)=[C:8]([N+:14]([O-:16])=[O:15])[CH:7]=1.[Cu][C:18]#[N:19].[C-]#N.[Na+].C(=O)([O-])[O-].[Na+].[Na+], predict the reaction product. The product is: [CH3:5][C:6]1[C:12]([CH3:13])=[CH:11][C:9]([C:18]#[N:19])=[C:8]([N+:14]([O-:16])=[O:15])[CH:7]=1. (6) Given the reactants Cl[C:2]1[C:7]2[CH2:8][N:9]([CH2:12][C:13]3[N:14]=[N:15][C:16]([O:20][CH2:21][C:22]([F:25])([F:24])[F:23])=[C:17]([CH3:19])[CH:18]=3)[C:10](=[O:11])[C:6]=2[CH:5]=[CH:4][N:3]=1.[CH:26]([O:28][C:29]1[CH:34]=[CH:33][CH:32]=[CH:31][CH:30]=1)=[O:27], predict the reaction product. The product is: [CH3:19][C:17]1[CH:18]=[C:13]([CH2:12][N:9]2[C:10](=[O:11])[C:6]3[CH:5]=[CH:4][N:3]=[C:2]([C:26]([O:28][C:29]4[CH:34]=[CH:33][CH:32]=[CH:31][CH:30]=4)=[O:27])[C:7]=3[CH2:8]2)[N:14]=[N:15][C:16]=1[O:20][CH2:21][C:22]([F:25])([F:24])[F:23]. (7) Given the reactants [OH:1][CH2:2][C@@H:3]1[CH2:7][CH2:6][CH2:5][N:4]1[CH:8]1[CH2:13][CH2:12][N:11]([C:14]([C:16]2[N:17]([CH3:33])[C:18]([C:22]3[CH:27]=[CH:26][CH:25]=[C:24]([O:28][C:29]([F:32])([F:31])[F:30])[CH:23]=3)=[N:19][C:20]=2I)=[O:15])[CH2:10][CH2:9]1.[N:34]1[CH:39]=[CH:38][C:37](B(O)O)=[CH:36][CH:35]=1, predict the reaction product. The product is: [OH:1][CH2:2][C@@H:3]1[CH2:7][CH2:6][CH2:5][N:4]1[CH:8]1[CH2:13][CH2:12][N:11]([C:14]([C:16]2[N:17]([CH3:33])[C:18]([C:22]3[CH:27]=[CH:26][CH:25]=[C:24]([O:28][C:29]([F:32])([F:31])[F:30])[CH:23]=3)=[N:19][C:20]=2[C:37]2[CH:38]=[CH:39][N:34]=[CH:35][CH:36]=2)=[O:15])[CH2:10][CH2:9]1.